Dataset: Reaction yield outcomes from USPTO patents with 853,638 reactions. Task: Predict the reaction yield, written as a fraction of the theoretical maximum amount of product (1.0 means a 100% yield; for example, 0.34 means a 34% yield). (1) The reactants are [CH3:1][O:2][C:3]([C:5]1[CH:10]=[CH:9][N:8]=[CH:7][C:6]=1Cl)=[O:4].C(=O)([O-])[O-].[Cs+].[Cs+].[F:18][C:19]([F:30])([C:23]1[CH:28]=[CH:27][C:26]([F:29])=[CH:25][CH:24]=1)[CH2:20][CH2:21][SH:22]. The catalyst is CN(C=O)C.O. The product is [CH3:1][O:2][C:3]([C:5]1[CH:10]=[CH:9][N:8]=[CH:7][C:6]=1[S:22][CH2:21][CH2:20][C:19]([F:30])([F:18])[C:23]1[CH:28]=[CH:27][C:26]([F:29])=[CH:25][CH:24]=1)=[O:4]. The yield is 0.340. (2) The reactants are [Cl:1][C:2]1[C:6]([Cl:7])=[C:5]([C:8](Cl)=[O:9])[S:4][N:3]=1.[NH3:11]. The catalyst is O. The product is [Cl:1][C:2]1[C:6]([Cl:7])=[C:5]([C:8]([NH2:11])=[O:9])[S:4][N:3]=1. The yield is 0.818. (3) The reactants are [C:1]([NH:5][C:6]([C:8]1[N:13]=[CH:12][C:11](Br)=[CH:10][N:9]=1)=[O:7])([CH3:4])([CH3:3])[CH3:2].[I-:15].[Na+].CN[C@@H]1CCCC[C@H]1NC. The catalyst is O1CCOCC1.[Cu]I. The product is [C:1]([NH:5][C:6]([C:8]1[N:13]=[CH:12][C:11]([I:15])=[CH:10][N:9]=1)=[O:7])([CH3:4])([CH3:3])[CH3:2]. The yield is 0.780. (4) The reactants are ClCCCl.C[Al](C)C.[CH2:9]([SH:11])[CH3:10].[CH:12]([O:15][N:16]=[C:17]([C:27]([O:29]C)=O)[C:18]([N:22]1[CH:26]=[N:25][CH:24]=[N:23]1)=[N:19][O:20][CH3:21])([CH3:14])[CH3:13]. The catalyst is C(OC(C)C)(C)C.O. The product is [CH:12]([O:15][N:16]=[C:17]([C:18](=[N:19][O:20][CH3:21])[N:22]1[CH:26]=[N:25][CH:24]=[N:23]1)[C:27](=[O:29])[S:11][CH2:9][CH3:10])([CH3:13])[CH3:14]. The yield is 0.980. (5) The catalyst is CN(C=O)C.O. The reactants are [CH3:1][N:2]1[CH2:7][CH2:6][CH:5]([CH2:8][CH2:9][CH2:10][CH2:11][O:12][C:13]2[CH:14]=[C:15]([CH:18]=[CH:19][N:20]=2)[C:16]#[N:17])[CH2:4][CH2:3]1.C[N:22]1[CH2:27][CH2:26][CH:25]([CH2:28][CH2:29][CH2:30][CH2:31]O)CC1.[H-].[Na+].Cl[C:36]1C=C(C=CN=1)C#N.C([O-])(O)=O.[Na+]. The yield is 0.280. The product is [CH3:31][C:30]1[C:27]2[N:22]=[C:16]([C:15]3[CH:18]=[CH:19][N:20]=[C:13]([O:12][CH2:11][CH2:10][CH2:9][CH2:8][CH:5]4[CH2:6][CH2:7][N:2]([CH3:1])[CH2:3][CH2:4]4)[CH:14]=3)[NH:17][C:26]=2[CH:25]=[C:28]([CH3:36])[CH:29]=1. (6) The reactants are [CH3:1][N:2]([CH3:7])[CH2:3][CH2:4][NH:5][CH3:6].F[C:9]1[C:14]([N+:15]([O-:17])=[O:16])=[CH:13][C:12]([NH:18][C:19]2[N:24]=[C:23]([C:25]3[C:33]4[C:28](=[CH:29][CH:30]=[CH:31][CH:32]=4)[N:27]([CH3:34])[CH:26]=3)[CH:22]=[CH:21][N:20]=2)=[C:11]([O:35][CH3:36])[CH:10]=1.ClC1C(C2C3C(=CC=CC=3)N(C)C=2)=NC(NC2C=C([N+]([O-])=O)C(F)=CC=2OC)=NC=1.CCN(C(C)C)C(C)C. The catalyst is FC(F)(F)CO. The product is [CH3:1][N:2]([CH3:7])[CH2:3][CH2:4][N:5]([CH3:6])[C:9]1[C:14]([N+:15]([O-:17])=[O:16])=[CH:13][C:12]([NH:18][C:19]2[N:24]=[C:23]([C:25]3[C:33]4[C:28](=[CH:29][CH:30]=[CH:31][CH:32]=4)[N:27]([CH3:34])[CH:26]=3)[CH:22]=[CH:21][N:20]=2)=[C:11]([O:35][CH3:36])[CH:10]=1. The yield is 0.620. (7) The reactants are [C:1]([O:5][C:6]([N:8]1[CH:12]=[CH:11][C:10]([C:13]2[CH:18]=[CH:17][C:16]([I:19])=[CH:15][CH:14]=2)=[C:9]1[CH:20]=[O:21])=[O:7])([CH3:4])([CH3:3])[CH3:2].[Li+].[BH4-]. The catalyst is C1COCC1. The product is [C:1]([O:5][C:6]([N:8]1[CH:12]=[CH:11][C:10]([C:13]2[CH:14]=[CH:15][C:16]([I:19])=[CH:17][CH:18]=2)=[C:9]1[CH2:20][OH:21])=[O:7])([CH3:4])([CH3:2])[CH3:3]. The yield is 0.820.